From a dataset of Peptide-MHC class I binding affinity with 185,985 pairs from IEDB/IMGT. Regression. Given a peptide amino acid sequence and an MHC pseudo amino acid sequence, predict their binding affinity value. This is MHC class I binding data. The peptide sequence is KRMGVQMQR. The MHC is HLA-B15:17 with pseudo-sequence HLA-B15:17. The binding affinity (normalized) is 0.0847.